From a dataset of Forward reaction prediction with 1.9M reactions from USPTO patents (1976-2016). Predict the product of the given reaction. (1) Given the reactants [N:1]1([CH2:5][CH2:6][N:7]2[CH:11]=[C:10]([C:12]3[CH:17]=[CH:16][C:15]([F:18])=[C:14]([CH3:19])[CH:13]=3)[N:9]=[C:8]2[CH:20]2[CH2:25][CH2:24][NH:23][CH2:22][CH2:21]2)[CH2:4][CH2:3][CH2:2]1.Cl[C:27]1[N:32]=[CH:31][N:30]=[C:29]([NH2:33])[C:28]=1[CH:34]([CH3:36])[CH3:35].C(=O)([O-])[O-].[K+].[K+], predict the reaction product. The product is: [N:1]1([CH2:5][CH2:6][N:7]2[CH:11]=[C:10]([C:12]3[CH:17]=[CH:16][C:15]([F:18])=[C:14]([CH3:19])[CH:13]=3)[N:9]=[C:8]2[CH:20]2[CH2:21][CH2:22][N:23]([C:27]3[N:32]=[CH:31][N:30]=[C:29]([NH2:33])[C:28]=3[CH:34]([CH3:36])[CH3:35])[CH2:24][CH2:25]2)[CH2:2][CH2:3][CH2:4]1. (2) The product is: [CH:1]([C:4]1[CH:5]=[C:6]([C:12]([NH:14][C:15]2[CH:16]=[C:17]3[C:21](=[CH:22][CH:23]=2)[NH:20][C:19]([C:24]([OH:26])=[O:25])=[CH:18]3)=[O:13])[O:7][C:8]=1[CH:9]([CH3:11])[CH3:10])([CH3:2])[CH3:3]. Given the reactants [CH:1]([C:4]1[CH:5]=[C:6]([C:12]([NH:14][C:15]2[CH:16]=[C:17]3[C:21](=[CH:22][CH:23]=2)[NH:20][C:19]([C:24]([O:26]CC)=[O:25])=[CH:18]3)=[O:13])[O:7][C:8]=1[CH:9]([CH3:11])[CH3:10])([CH3:3])[CH3:2].[OH-].[Li+], predict the reaction product. (3) The product is: [C:63]([O:67][C:68](=[O:79])[CH2:69][C:70]1[CH:75]=[CH:74][C:73]([NH:76][C:30]([C@@H:20]2[NH:19][C@@H:18]([CH2:33][C:34]([CH3:36])([CH3:37])[CH3:35])[C@:17]3([C:12]4[C:13](=[CH:14][C:9]([Cl:8])=[CH:10][CH:11]=4)[NH:15][C:16]3=[O:38])[C@H:21]2[C:22]2[CH:27]=[CH:26][CH:25]=[C:24]([Cl:28])[C:23]=2[F:29])=[O:31])=[C:72]([O:77][CH3:78])[CH:71]=1)([CH3:65])([CH3:66])[CH3:64]. Given the reactants FC(F)(F)C(O)=O.[Cl:8][C:9]1[CH:14]=[C:13]2[NH:15][C:16](=[O:38])[C@:17]3([C@@H:21]([C:22]4[CH:27]=[CH:26][CH:25]=[C:24]([Cl:28])[C:23]=4[F:29])[C@H:20]([C:30](O)=[O:31])[NH:19][C@H:18]3[CH2:33][C:34]([CH3:37])([CH3:36])[CH3:35])[C:12]2=[CH:11][CH:10]=1.C(N(C(C)C)CC)(C)C.C1(P(Cl)(C2C=CC=CC=2)=O)C=CC=CC=1.[C:63]([O:67][C:68](=[O:79])[CH2:69][C:70]1[CH:75]=[CH:74][C:73]([NH2:76])=[C:72]([O:77][CH3:78])[CH:71]=1)([CH3:66])([CH3:65])[CH3:64], predict the reaction product. (4) Given the reactants [C:1]([C:3]1[CH:4]=[C:5]([C:16](=[O:26])[C:17]2[CH:22]=[CH:21][C:20]([N+:23]([O-])=O)=[CH:19][CH:18]=2)[N:6]2[C:15]3[C:10](=[CH:11][CH:12]=[CH:13][CH:14]=3)[CH:9]=[CH:8][C:7]=12)#[N:2].C(O)C, predict the reaction product. The product is: [NH2:23][C:20]1[CH:19]=[CH:18][C:17]([C:16]([C:5]2[N:6]3[C:15]4[C:10]([CH:9]=[CH:8][C:7]3=[C:3]([C:1]#[N:2])[CH:4]=2)=[CH:11][CH:12]=[CH:13][CH:14]=4)=[O:26])=[CH:22][CH:21]=1. (5) Given the reactants [CH2:1]([NH:3][CH2:4][CH3:5])[CH3:2].Cl.Cl[CH:8]([C:13]1[C:14](=[O:22])[C:15]([OH:21])=[C:16]([CH2:19][CH3:20])[NH:17][CH:18]=1)[C:9]([F:12])([F:11])[F:10], predict the reaction product. The product is: [CH2:1]([N:3]([CH2:4][CH3:5])[CH:8]([C:13]1[C:14](=[O:22])[C:15]([OH:21])=[C:16]([CH2:19][CH3:20])[NH:17][CH:18]=1)[C:9]([F:12])([F:11])[F:10])[CH3:2]. (6) Given the reactants C([O:3][C:4](=[O:25])[CH2:5][C:6]1[CH:7]=[C:8]([C:14]2[CH:19]=[CH:18][C:17]([F:20])=[CH:16][C:15]=2[CH2:21][NH:22][CH2:23][CH3:24])[C:9]([O:12][CH3:13])=[CH:10][CH:11]=1)C.[CH2:26]([N:33]=[C:34]=[O:35])[C:27]1[CH:32]=[CH:31][CH:30]=[CH:29][CH:28]=1, predict the reaction product. The product is: [CH2:26]([NH:33][C:34](=[O:35])[N:22]([CH2:21][C:15]1[CH:16]=[C:17]([F:20])[CH:18]=[CH:19][C:14]=1[C:8]1[C:9]([O:12][CH3:13])=[CH:10][CH:11]=[C:6]([CH2:5][C:4]([OH:3])=[O:25])[CH:7]=1)[CH2:23][CH3:24])[C:27]1[CH:32]=[CH:31][CH:30]=[CH:29][CH:28]=1. (7) Given the reactants [NH3:1].[C:2](=[O:4])=[O:3].[OH2:5], predict the reaction product. The product is: [C:2](=[O:5])([O-:4])[O-:3].[NH4+:1].[NH4+:1].[C:2](=[O:4])([O-:3])[NH2:1].[NH4+:1]. (8) Given the reactants [CH3:1][O:2][C:3]1[CH:4]=[C:5]2[C:10](=[CH:11][C:12]=1[O:13][CH3:14])[N:9]=[CH:8][CH:7]=[C:6]2[O:15][C:16]1[CH:22]=[CH:21][C:19]([NH2:20])=[C:18]([CH3:23])[C:17]=1[CH3:24].Cl[C:26](Cl)([O:28][C:29](=[O:35])OC(Cl)(Cl)Cl)Cl.C[C:38]1[CH:43]=[CH:42][CH:41]=[C:40]([CH3:44])[C:39]=1O.C(=O)(O)[O-].[Na+], predict the reaction product. The product is: [CH3:1][O:2][C:3]1[CH:4]=[C:5]2[C:10](=[CH:11][C:12]=1[O:13][CH3:14])[N:9]=[CH:8][CH:7]=[C:6]2[O:15][C:16]1[CH:22]=[CH:21][C:19]([NH:20][C:29](=[O:35])[O:28][C:26]2[C:42]([CH3:41])=[CH:43][CH:38]=[CH:39][C:40]=2[CH3:44])=[C:18]([CH3:23])[C:17]=1[CH3:24]. (9) Given the reactants Cl.Cl[CH2:3][C:4]1[CH:5]=[C:6]([NH:12][C:13]([C:15]2[S:16][CH:17]=[CH:18][CH:19]=2)=[NH:14])[CH:7]=[CH:8][C:9]=1[O:10][CH3:11].[NH3:20], predict the reaction product. The product is: [NH2:20][CH2:3][C:4]1[CH:5]=[C:6]([NH:12][C:13]([C:15]2[S:16][CH:17]=[CH:18][CH:19]=2)=[NH:14])[CH:7]=[CH:8][C:9]=1[O:10][CH3:11].